The task is: Predict the reactants needed to synthesize the given product.. This data is from Full USPTO retrosynthesis dataset with 1.9M reactions from patents (1976-2016). (1) The reactants are: [CH2:1]([O:3][C:4](=[O:23])[CH2:5][C:6]1([CH2:21][CH3:22])[CH2:10][CH2:9][N:8](CC2C=CC(OC)=CC=2)[C:7]1=[O:20])[CH3:2].[N+]([O-])(O)=O.[N+]([O-])(O)=O.[N+]([O-])(O)=O.[N+]([O-])(O)=O.[N+]([O-])(O)=O.[N+]([O-])(O)=O.[Ce].C(=O)([O-])[O-].[K+].[K+]. Given the product [CH2:1]([O:3][C:4](=[O:23])[CH2:5][C:6]1([CH2:21][CH3:22])[CH2:10][CH2:9][NH:8][C:7]1=[O:20])[CH3:2], predict the reactants needed to synthesize it. (2) The reactants are: [F:1][C:2]1([F:21])[CH2:7][O:6][C:5]([NH2:8])=[N:4][C@@:3]21[C:17]1[C:12](=[CH:13][CH:14]=[C:15]([NH2:18])[CH:16]=1)[O:11][C:10]([CH3:20])([CH3:19])[CH2:9]2.[Cl:22][C:23]1[CH:24]=[CH:25][C:26]([C:29](O)=[O:30])=[N:27][CH:28]=1. Given the product [NH2:8][C:5]1[O:6][CH2:7][C:2]([F:1])([F:21])[C@@:3]2([C:17]3[C:12](=[CH:13][CH:14]=[C:15]([NH:18][C:29](=[O:30])[C:26]4[CH:25]=[CH:24][C:23]([Cl:22])=[CH:28][N:27]=4)[CH:16]=3)[O:11][C:10]([CH3:19])([CH3:20])[CH2:9]2)[N:4]=1, predict the reactants needed to synthesize it. (3) Given the product [CH3:1][O:2][C:3](=[O:45])[C@@H:4]([NH:23][C:24](=[O:44])[C:25]1[C:26]([Cl:43])=[CH:27][C:28]([OH:32])=[CH:29][C:30]=1[Cl:31])[CH2:5][C:6]1[CH:7]=[CH:8][C:9]([NH:12][C:13](=[O:22])[C:14]2[C:19]([Cl:20])=[CH:18][CH:17]=[CH:16][C:15]=2[Cl:21])=[CH:10][CH:11]=1, predict the reactants needed to synthesize it. The reactants are: [CH3:1][O:2][C:3](=[O:45])[C@@H:4]([NH:23][C:24](=[O:44])[C:25]1[C:30]([Cl:31])=[CH:29][C:28]([O:32][Si](C(C)C)(C(C)C)C(C)C)=[CH:27][C:26]=1[Cl:43])[CH2:5][C:6]1[CH:11]=[CH:10][C:9]([NH:12][C:13](=[O:22])[C:14]2[C:19]([Cl:20])=[CH:18][CH:17]=[CH:16][C:15]=2[Cl:21])=[CH:8][CH:7]=1.CCCC[N+](CCCC)(CCCC)CCCC.[F-]. (4) Given the product [Cl:1][C:2]1[CH:3]=[C:4]2[C:8](=[CH:9][CH:10]=1)[N:7]([S:31]([C:28]1[CH:29]=[CH:30][C:25]([O:24][CH3:23])=[CH:26][C:27]=1[O:35][C:36]([F:37])([F:38])[F:39])(=[O:33])=[O:32])[C:6](=[O:11])[C:5]2([OH:20])[C:12]1[CH:17]=[CH:16][CH:15]=[CH:14][C:13]=1[O:18][CH3:19], predict the reactants needed to synthesize it. The reactants are: [Cl:1][C:2]1[CH:3]=[C:4]2[C:8](=[CH:9][CH:10]=1)[NH:7][C:6](=[O:11])[C:5]2([OH:20])[C:12]1[CH:17]=[CH:16][CH:15]=[CH:14][C:13]=1[O:18][CH3:19].[H-].[Na+].[CH3:23][O:24][C:25]1[CH:30]=[CH:29][C:28]([S:31](Cl)(=[O:33])=[O:32])=[C:27]([O:35][C:36]([F:39])([F:38])[F:37])[CH:26]=1.C([O-])([O-])=O.[K+].[K+]. (5) Given the product [Br:9][C:10]1[CH:15]=[C:14]([CH2:16][Br:1])[CH:13]=[CH:12][N:11]=1, predict the reactants needed to synthesize it. The reactants are: [Br:1]N1C(=O)CCC1=O.[Br:9][C:10]1[CH:15]=[C:14]([CH3:16])[CH:13]=[CH:12][N:11]=1.N(C(C)(C)C#N)=NC(C)(C)C#N.